From a dataset of Full USPTO retrosynthesis dataset with 1.9M reactions from patents (1976-2016). Predict the reactants needed to synthesize the given product. (1) Given the product [O:19]([C:15]1[CH:14]=[C:13]([CH:18]=[CH:17][CH:16]=1)[CH2:12][N:8]1[CH2:9][CH2:10][O:11][CH:6]([C:4]([OH:5])=[O:3])[CH2:7]1)[C:20]1[CH:21]=[CH:22][CH:23]=[CH:24][CH:25]=1, predict the reactants needed to synthesize it. The reactants are: C([O:3][C:4]([CH:6]1[O:11][CH2:10][CH2:9][N:8]([CH2:12][C:13]2[CH:18]=[CH:17][CH:16]=[C:15]([O:19][C:20]3[CH:25]=[CH:24][CH:23]=[CH:22][CH:21]=3)[CH:14]=2)[CH2:7]1)=[O:5])C.[OH-].[K+].CO. (2) Given the product [Cl:38][C:32]1[C:31]([F:39])=[C:30]([N:27]2[C@H:21]([C:22]([F:23])([F:24])[F:25])[C@@H:9]3[C@H:10]([OH:13])[CH2:11][CH2:12][N:8]3[C:6]2=[O:7])[CH:37]=[CH:36][C:33]=1[C:34]#[N:35], predict the reactants needed to synthesize it. The reactants are: C(O[C:6]([N:8]1[CH2:12][CH2:11][C@@H:10]([O:13][Si](C(C)(C)C)(C)C)[C@H:9]1[C@@H:21](O)[C:22]([F:25])([F:24])[F:23])=[O:7])(C)(C)C.[N:27]([C:30]1[CH:37]=[CH:36][C:33]([C:34]#[N:35])=[C:32]([Cl:38])[C:31]=1[F:39])=C=O.